This data is from Catalyst prediction with 721,799 reactions and 888 catalyst types from USPTO. The task is: Predict which catalyst facilitates the given reaction. (1) Reactant: [CH2:1]([N:3]1[CH:7]=[CH:6][N:5]=[CH:4]1)[CH3:2].[I:8][CH2:9][CH3:10]. Product: [I-:8].[CH2:1]([N+:3]1[CH:7]=[CH:6][N:5]([CH2:9][CH3:10])[CH:4]=1)[CH3:2]. The catalyst class is: 13. (2) Reactant: [CH3:1][C:2]1[C:10]2[C:6](=[CH:7][N:8]([CH2:11][O:12][CH2:13][CH2:14][Si:15]([CH3:18])([CH3:17])[CH3:16])[N:9]=2)[CH:5]=[C:4]([CH2:19][C@@H:20]([O:24][C:25]([N:27]2[CH2:32][CH2:31][CH:30]([C:33]3[C:34](=[O:43])[NH:35][C:36]4[C:41]([CH:42]=3)=[CH:40][CH:39]=[CH:38][CH:37]=4)[CH2:29][CH2:28]2)=[O:26])[C:21](O)=[O:22])[CH:3]=1.[NH2:44][C:45](=[N:51]O)[C:46]([O:48][CH2:49][CH3:50])=[O:47].Cl.CN(C)CCCN=C=NCC. Product: [O:43]=[C:34]1[C:33]([CH:30]2[CH2:29][CH2:28][N:27]([C:25]([O:24][C@@H:20]([C:21]3[O:22][N:51]=[C:45]([C:46]([O:48][CH2:49][CH3:50])=[O:47])[N:44]=3)[CH2:19][C:4]3[CH:3]=[C:2]([CH3:1])[C:10]4[C:6](=[CH:7][N:8]([CH2:11][O:12][CH2:13][CH2:14][Si:15]([CH3:16])([CH3:17])[CH3:18])[N:9]=4)[CH:5]=3)=[O:26])[CH2:32][CH2:31]2)=[CH:42][C:41]2[C:36](=[CH:37][CH:38]=[CH:39][CH:40]=2)[NH:35]1. The catalyst class is: 270. (3) Product: [Cl:1][C:2]1[CH:3]=[CH:4][C:5](/[CH:8]=[CH:9]/[C:10]2[CH:11]=[C:12]([N:16]3[C:20]([CH2:21][CH3:22])=[C:19]([C:23]([N:57]4[CH2:56][CH2:55][N:54]([CH2:53][CH:50]5[CH2:51][CH2:52][N:47]([CH3:46])[CH2:48][CH2:49]5)[CH2:59][CH2:58]4)=[O:24])[C:18]([CH2:26][CH3:27])=[N:17]3)[CH:13]=[CH:14][CH:15]=2)=[CH:6][CH:7]=1. The catalyst class is: 23. Reactant: [Cl:1][C:2]1[CH:7]=[CH:6][C:5](/[CH:8]=[CH:9]/[C:10]2[CH:11]=[C:12]([N:16]3[C:20]([CH2:21][CH3:22])=[C:19]([C:23](O)=[O:24])[C:18]([CH2:26][CH3:27])=[N:17]3)[CH:13]=[CH:14][CH:15]=2)=[CH:4][CH:3]=1.ClC1N=C(OC)N=C(OC)N=1.CN1CCOCC1.[CH3:46][N:47]1[CH2:52][CH2:51][CH:50]([CH2:53][N:54]2[CH2:59][CH2:58][NH:57][CH2:56][CH2:55]2)[CH2:49][CH2:48]1. (4) Reactant: [Br:1][C:2]1[CH:7]=[CH:6][C:5]([C@@:8]2([C:28]([F:31])([F:30])[F:29])[NH:18][C@@H:17]([CH2:19][C:20]([F:23])([CH3:22])[CH3:21])[C:16](=[O:24])[NH:15][C@H:14]([C:25]([NH2:27])=O)[CH2:13][CH2:12][CH2:11][C:10]#[C:9]2)=[CH:4][CH:3]=1.N1C=CC=CC=1.FC(F)(F)C(OC(=O)C(F)(F)F)=O. Product: [Br:1][C:2]1[CH:7]=[CH:6][C:5]([C@@:8]2([C:28]([F:30])([F:29])[F:31])[NH:18][C@@H:17]([CH2:19][C:20]([F:23])([CH3:22])[CH3:21])[C:16](=[O:24])[NH:15][C@H:14]([C:25]#[N:27])[CH2:13][CH2:12][CH2:11][C:10]#[C:9]2)=[CH:4][CH:3]=1. The catalyst class is: 12. (5) Reactant: Cl.Cl.[CH3:3][N:4]([CH3:9])[CH:5]1[CH2:8][NH:7][CH2:6]1.F[C:11]1[C:16]([N+:17]([O-:19])=[O:18])=[CH:15][C:14]([NH:20][C:21]2[N:26]=[C:25]([C:27]3[CH:28]=[N:29][N:30]4[CH:35]=[CH:34][CH:33]=[CH:32][C:31]=34)[CH:24]=[CH:23][N:22]=2)=[C:13]([O:36][CH3:37])[CH:12]=1.CCN(C(C)C)C(C)C. Product: [CH3:3][N:4]([CH3:9])[CH:5]1[CH2:8][N:7]([C:11]2[C:16]([N+:17]([O-:19])=[O:18])=[CH:15][C:14]([NH:20][C:21]3[N:26]=[C:25]([C:27]4[CH:28]=[N:29][N:30]5[CH:35]=[CH:34][CH:33]=[CH:32][C:31]=45)[CH:24]=[CH:23][N:22]=3)=[C:13]([O:36][CH3:37])[CH:12]=2)[CH2:6]1. The catalyst class is: 44. (6) Reactant: [Cl:1][C:2]1[N:7]=[C:6]([C:8]2[S:12][CH:11]=[N:10][C:9]=2[C:13]2[CH:14]=[C:15]([NH2:19])[CH:16]=[CH:17][CH:18]=2)[CH:5]=[CH:4][N:3]=1.[S:20]1[CH:24]=[CH:23][CH:22]=[C:21]1[CH2:25][C:26](Cl)=[O:27]. Product: [Cl:1][C:2]1[N:7]=[C:6]([C:8]2[S:12][CH:11]=[N:10][C:9]=2[C:13]2[CH:14]=[C:15]([NH:19][C:26](=[O:27])[CH2:25][C:21]3[S:20][CH:24]=[CH:23][CH:22]=3)[CH:16]=[CH:17][CH:18]=2)[CH:5]=[CH:4][N:3]=1. The catalyst class is: 1.